From a dataset of Full USPTO retrosynthesis dataset with 1.9M reactions from patents (1976-2016). Predict the reactants needed to synthesize the given product. (1) Given the product [C:1]([N:4]([CH3:25])[NH:5][C:6]([C@H:8]1[CH2:14][CH2:13][C@H:12]2[CH2:15][N:9]1[C:10](=[O:24])[N:11]2[OH:16])=[O:7])(=[O:3])[CH3:2], predict the reactants needed to synthesize it. The reactants are: [C:1]([N:4]([CH3:25])[NH:5][C:6]([C@H:8]1[CH2:14][CH2:13][C@H:12]2[CH2:15][N:9]1[C:10](=[O:24])[N:11]2[O:16]CC1C=CC=CC=1)=[O:7])(=[O:3])[CH3:2].[H][H]. (2) Given the product [NH2:23][C:20]1[CH:21]=[CH:22][C:2]([CH3:1])=[C:3]([CH:19]=1)[C:4]([NH:6][C@@H:7]([C:9]1[C:18]2[C:13](=[CH:14][CH:15]=[CH:16][CH:17]=2)[CH:12]=[CH:11][CH:10]=1)[CH3:8])=[O:5], predict the reactants needed to synthesize it. The reactants are: [CH3:1][C:2]1[CH:22]=[CH:21][C:20]([N+:23]([O-])=O)=[CH:19][C:3]=1[C:4]([NH:6][C@@H:7]([C:9]1[C:18]2[C:13](=[CH:14][CH:15]=[CH:16][CH:17]=2)[CH:12]=[CH:11][CH:10]=1)[CH3:8])=[O:5]. (3) Given the product [CH3:27][O:24][C:23](=[O:25])[CH2:22][CH2:21][O:20][CH2:19][CH2:18][O:17][CH2:16][CH2:15][O:14][CH2:13][CH2:12][O:11][CH2:10][CH2:9][N:8]([C:6]([O:5][C:1]([CH3:4])([CH3:3])[CH3:2])=[O:7])[CH3:26], predict the reactants needed to synthesize it. The reactants are: [C:1]([O:5][C:6]([N:8]([CH3:26])[CH2:9][CH2:10][O:11][CH2:12][CH2:13][O:14][CH2:15][CH2:16][O:17][CH2:18][CH2:19][O:20][CH2:21][CH2:22][C:23]([OH:25])=[O:24])=[O:7])([CH3:4])([CH3:3])[CH3:2].[C:27](O)(=O)C. (4) Given the product [CH3:2][O:27][C:26](=[O:28])[C@H:22]([CH:23]([CH3:24])[CH3:25])[NH:21][C:19](=[O:20])[C@H:14]([C@H:15]([CH2:17][CH3:18])[CH3:16])[NH2:13], predict the reactants needed to synthesize it. The reactants are: O.[C:2]1(C)C=CC(S(O)(=O)=O)=CC=1.[NH2:13][C@H:14]([C:19]([NH:21][C@H:22]([C:26]([OH:28])=[O:27])[CH:23]([CH3:25])[CH3:24])=[O:20])[C@H:15]([CH2:17][CH3:18])[CH3:16].